From a dataset of Reaction yield outcomes from USPTO patents with 853,638 reactions. Predict the reaction yield, written as a fraction of the theoretical maximum amount of product (1.0 means a 100% yield; for example, 0.34 means a 34% yield). (1) The reactants are [CH3:1][C:2]1([CH3:14])[O:6][CH:5]([C:7]2[N:12]=[CH:11][C:10]([NH2:13])=[CH:9][CH:8]=2)[CH2:4][O:3]1.N1C=CC=CC=1.Cl[C:22]([O:24][C:25]1[CH:30]=[CH:29][CH:28]=[CH:27][CH:26]=1)=[O:23]. The catalyst is O1CCCC1. The product is [CH3:1][C:2]1([CH3:14])[O:6][CH:5]([C:7]2[N:12]=[CH:11][C:10]([NH:13][C:22](=[O:23])[O:24][C:25]3[CH:30]=[CH:29][CH:28]=[CH:27][CH:26]=3)=[CH:9][CH:8]=2)[CH2:4][O:3]1. The yield is 0.990. (2) The reactants are [NH:1]1[C:9]2[C:4](=[CH:5][C:6]([O:10][C:11]3[C:20]4[C:15](=[CH:16][C:17]([O:23][CH2:24][C@@H:25]5[CH2:27][O:26]5)=[C:18]([O:21][CH3:22])[CH:19]=4)[N:14]=[CH:13][N:12]=3)=[CH:7][CH:8]=2)[CH:3]=[CH:2]1.[NH:28]1[CH2:33][CH2:32][CH2:31][CH2:30][CH2:29]1. No catalyst specified. The product is [OH:26][C@@H:25]([CH2:27][N:28]1[CH2:33][CH2:32][CH2:31][CH2:30][CH2:29]1)[CH2:24][O:23][C:17]1[CH:16]=[C:15]2[C:20]([C:11]([O:10][C:6]3[CH:5]=[C:4]4[C:9](=[CH:8][CH:7]=3)[NH:1][CH:2]=[CH:3]4)=[N:12][CH:13]=[N:14]2)=[CH:19][C:18]=1[O:21][CH3:22]. The yield is 0.730. (3) The reactants are [CH3:1][Si](Cl)(C)C.[NH2:6][C:7]1[C:15]([N+:16]([O-:18])=[O:17])=[CH:14][C:10]([C:11]([OH:13])=[O:12])=[C:9]([F:19])[C:8]=1[F:20]. The catalyst is CO. The product is [NH2:6][C:7]1[C:15]([N+:16]([O-:18])=[O:17])=[CH:14][C:10]([C:11]([O:13][CH3:1])=[O:12])=[C:9]([F:19])[C:8]=1[F:20]. The yield is 0.920. (4) The reactants are O[C:2]1[C:10]([N+:11]([O-:13])=[O:12])=[CH:9][C:5]([C:6]([OH:8])=[O:7])=[CH:4][N:3]=1.P(Cl)(Cl)([Cl:16])=O. No catalyst specified. The product is [Cl:16][C:2]1[C:10]([N+:11]([O-:13])=[O:12])=[CH:9][C:5]([C:6]([OH:8])=[O:7])=[CH:4][N:3]=1. The yield is 0.950. (5) The reactants are [C:1]1([OH:7])[CH:6]=[CH:5][CH:4]=[CH:3][CH:2]=1.C1(P(C2C=CC=CC=2)C2C=CC=CC=2)C=CC=CC=1.O[CH:28]1[CH2:32][CH2:31][N:30]([C:33]([O:35][C:36]([CH3:39])([CH3:38])[CH3:37])=[O:34])[CH2:29]1.CCOC(/N=N/C(OCC)=O)=O. The catalyst is C1COCC1. The product is [O:7]([CH:32]1[CH2:28][CH2:29][N:30]([C:33]([O:35][C:36]([CH3:39])([CH3:38])[CH3:37])=[O:34])[CH2:31]1)[C:1]1[CH:6]=[CH:5][CH:4]=[CH:3][CH:2]=1. The yield is 0.250. (6) The reactants are [O:1]1[C:5]2[CH:6]=[CH:7][C:8]([CH2:10][NH:11][C:12](=[O:14])[CH3:13])=[CH:9][C:4]=2[O:3][CH2:2]1.[I:15]Cl.[O-]S([O-])(=S)=O.[Na+].[Na+]. The catalyst is C(Cl)Cl. The product is [I:15][C:7]1[C:8]([CH2:10][NH:11][C:12](=[O:14])[CH3:13])=[CH:9][C:4]2[O:3][CH2:2][O:1][C:5]=2[CH:6]=1. The yield is 0.380. (7) The reactants are Cl[C:2]1[CH:7]=[N:6][CH:5]=[C:4]([Cl:8])[N:3]=1.[Cl:9][C:10]1[CH:16]=[CH:15][C:13]([NH2:14])=[CH:12][CH:11]=1.C[C:18](C)([O-:20])C.[Na+].C1(P(C2C=CC=CC=2)C2C=CC3C(=CC=CC=3)C=2C2C3C(=CC=CC=3)C=CC=2P(C2C=CC=CC=2)C2C=CC=CC=2)C=CC=CC=1.C(OC(O[C:80]([CH3:83])([CH3:82])[CH3:81])=O)(O[C:80]([CH3:83])([CH3:82])[CH3:81])=O.[Cl-].[NH4+]. The catalyst is C1(C)C=CC=CC=1.O1CCCC1.CN(C)C1C=CN=CC=1.C([O-])(=O)C.[Pd+2].C([O-])(=O)C. The product is [Cl:9][C:10]1[CH:16]=[CH:15][C:13]([N:14]([C:2]2[CH:7]=[N:6][CH:5]=[C:4]([Cl:8])[N:3]=2)[C:18](=[O:20])[C:80]([CH3:81])([CH3:82])[CH3:83])=[CH:12][CH:11]=1. The yield is 0.340. (8) The reactants are CC1C=CC(S(O[CH2:12][C@H:13]2[CH:22]=[CH:21][C:20]3[C:15](=[C:16]([O:23][CH3:24])[CH:17]=[CH:18][CH:19]=3)[O:14]2)(=O)=O)=CC=1.[F:25][C:26]1[CH:27]=[C:28]2[C:32](=[CH:33][CH:34]=1)[NH:31][CH:30]=[C:29]2[C:35]1[CH2:36][CH2:37][NH:38][CH2:39][CH:40]=1. The catalyst is CS(C)=O.C(OCC)(=O)C. The product is [F:25][C:26]1[CH:27]=[C:28]2[C:32](=[CH:33][CH:34]=1)[NH:31][CH:30]=[C:29]2[C:35]1[CH2:36][CH2:37][N:38]([CH2:12][C@H:13]2[CH:22]=[CH:21][C:20]3[C:15](=[C:16]([O:23][CH3:24])[CH:17]=[CH:18][CH:19]=3)[O:14]2)[CH2:39][CH:40]=1. The yield is 0.610. (9) The reactants are [OH-].[K+].[Br:3][C:4]1[CH:5]=[CH:6][C:7]2[NH:8][C:9]3[C:14]([C:15]=2[CH:16]=1)=[CH:13][C:12]([Br:17])=[CH:11][CH:10]=3.[Br:18][CH2:19][CH2:20][CH2:21]Br. The catalyst is CN(C=O)C.CCOC(C)=O. The product is [Br:17][C:12]1[CH:11]=[CH:10][C:9]2[N:8]([CH2:21][CH2:20][CH2:19][Br:18])[C:7]3[C:15]([C:14]=2[CH:13]=1)=[CH:16][C:4]([Br:3])=[CH:5][CH:6]=3. The yield is 0.286. (10) The reactants are [CH:1]([OH:3])=O.[CH2:4]([O:6][CH2:7][CH2:8][CH2:9][NH2:10])[CH3:5].C([O-])([O-])=O.[K+].[K+]. The catalyst is C1(C)C=CC=CC=1. The product is [CH2:4]([O:6][CH2:7][CH2:8][CH2:9][NH:10][CH:1]=[O:3])[CH3:5]. The yield is 0.800.